This data is from Peptide-MHC class I binding affinity with 185,985 pairs from IEDB/IMGT. The task is: Regression. Given a peptide amino acid sequence and an MHC pseudo amino acid sequence, predict their binding affinity value. This is MHC class I binding data. (1) The peptide sequence is NYNGLLSSI. The MHC is HLA-A03:01 with pseudo-sequence HLA-A03:01. The binding affinity (normalized) is 0.0847. (2) The peptide sequence is SSSDEQQSL. The MHC is Mamu-A02 with pseudo-sequence Mamu-A02. The binding affinity (normalized) is 0.131. (3) The peptide sequence is FIVPDADPPI. The MHC is HLA-A68:02 with pseudo-sequence HLA-A68:02. The binding affinity (normalized) is 0.339. (4) The peptide sequence is RNEQGQTLW. The MHC is HLA-B46:01 with pseudo-sequence HLA-B46:01. The binding affinity (normalized) is 0.0847. (5) The peptide sequence is MAEFEDQLV. The MHC is HLA-A02:06 with pseudo-sequence HLA-A02:06. The binding affinity (normalized) is 0.204.